This data is from TCR-epitope binding with 47,182 pairs between 192 epitopes and 23,139 TCRs. The task is: Binary Classification. Given a T-cell receptor sequence (or CDR3 region) and an epitope sequence, predict whether binding occurs between them. (1) The epitope is RIFTIGTVTLK. The TCR CDR3 sequence is CASSSTITGMGVSGNTIYF. Result: 0 (the TCR does not bind to the epitope). (2) The epitope is YIFFASFYY. The TCR CDR3 sequence is CATQTPDSRRETQYF. Result: 0 (the TCR does not bind to the epitope).